This data is from Retrosynthesis with 50K atom-mapped reactions and 10 reaction types from USPTO. The task is: Predict the reactants needed to synthesize the given product. (1) Given the product CC(C)(C)OC(=O)N1CCC(Oc2ccnc(Nc3cc(N)cc(-c4cnc(C5(O)CCC5)s4)c3)n2)CC1, predict the reactants needed to synthesize it. The reactants are: CC(C)(C)OC(=O)N1CCC(Oc2ccnc(Nc3cc(-c4cnc(C5(O)CCC5)s4)cc([N+](=O)[O-])c3)n2)CC1. (2) Given the product CCc1nc2c(cnn2CC)c(NC2CCOCC2)c1CNC(=O)c1cccc(C(=O)NCc2ccc(F)c(Br)c2)n1, predict the reactants needed to synthesize it. The reactants are: CCc1nc2c(cnn2CC)c(NC2CCOCC2)c1CNC(=O)c1cccc(C(=O)O)n1.NCc1ccc(F)c(Br)c1.